This data is from Full USPTO retrosynthesis dataset with 1.9M reactions from patents (1976-2016). The task is: Predict the reactants needed to synthesize the given product. (1) Given the product [I:1][C:2]1[CH:3]=[C:4]2[C:8](=[CH:9][CH:10]=1)[NH:7][C:6](=[O:11])[C:5]2=[N:14][NH:13][C:15]([C:17]1[CH:18]=[CH:19][C:20]([NH:23][C:24](=[O:33])[CH2:25][O:26][C:27]2[CH:28]=[CH:29][CH:30]=[CH:31][CH:32]=2)=[CH:21][CH:22]=1)=[O:16], predict the reactants needed to synthesize it. The reactants are: [I:1][C:2]1[CH:3]=[C:4]2[C:8](=[CH:9][CH:10]=1)[NH:7][C:6](=[O:11])[C:5]2=O.[NH:13]([C:15]([C:17]1[CH:22]=[CH:21][C:20]([NH:23][C:24](=[O:33])[CH2:25][O:26][C:27]2[CH:32]=[CH:31][CH:30]=[CH:29][CH:28]=2)=[CH:19][CH:18]=1)=[O:16])[NH2:14]. (2) Given the product [CH2:22]([O:21][C:19]([C:14]([CH2:17][CH3:18])([CH2:15][CH3:16])[CH2:13][C:10]1[S:9][C:8]([C:6]([OH:7])=[O:5])=[CH:12][CH:11]=1)=[O:20])[C:23]1[CH:28]=[CH:27][CH:26]=[CH:25][CH:24]=1, predict the reactants needed to synthesize it. The reactants are: C([O:5][C:6]([C:8]1[S:9][C:10]([CH2:13][C:14]([C:19]([O:21][CH2:22][C:23]2[CH:28]=[CH:27][CH:26]=[CH:25][CH:24]=2)=[O:20])([CH2:17][CH3:18])[CH2:15][CH3:16])=[CH:11][CH:12]=1)=[O:7])(C)(C)C.